Dataset: Reaction yield outcomes from USPTO patents with 853,638 reactions. Task: Predict the reaction yield, written as a fraction of the theoretical maximum amount of product (1.0 means a 100% yield; for example, 0.34 means a 34% yield). (1) The reactants are C([O:8][C:9]([CH:11]1[CH2:16][CH2:15][N:14]([S:17]([CH3:20])(=[O:19])=[O:18])[CH2:13][CH2:12]1)=[O:10])C1C=CC=CC=1. The catalyst is C(OCC)(=O)C.CO.[Pd]. The product is [CH3:20][S:17]([N:14]1[CH2:15][CH2:16][CH:11]([C:9]([OH:10])=[O:8])[CH2:12][CH2:13]1)(=[O:19])=[O:18]. The yield is 0.730. (2) The reactants are F[C:2]1[CH:3]=[CH:4][C:5]2[N:6]([CH:8]=[CH:9][N:10]=2)[N:7]=1.[CH3:11][CH:12]([CH3:31])[CH2:13][C@H:14]([NH:23][C:24](=[O:30])[O:25][C:26]([CH3:29])([CH3:28])[CH3:27])[C:15](=[O:22])[N:16]1[CH2:21][CH2:20][NH:19][CH2:18][CH2:17]1.C(O)(C)C. The catalyst is CCOC(C)=O. The product is [N:10]1[CH:9]=[CH:8][N:6]2[C:5]=1[CH:4]=[CH:3][C:2]([N:19]1[CH2:20][CH2:21][N:16]([C:15](=[O:22])[C@@H:14]([NH:23][C:24](=[O:30])[O:25][C:26]([CH3:29])([CH3:28])[CH3:27])[CH2:13][CH:12]([CH3:31])[CH3:11])[CH2:17][CH2:18]1)=[N:7]2. The yield is 0.780. (3) The reactants are [F:1][C:2]([F:14])([S:10]([O-:13])(=[O:12])=[O:11])[CH2:3][O:4][C:5](=[O:9])[C:6]([CH3:8])=[CH2:7].C([NH+](CC)CC)C.[Br-].[C:23]([C:27]1[CH:32]=[CH:31][CH:30]=[CH:29][C:28]=1[S+:33]([C:40]1[CH:45]=[CH:44][CH:43]=[CH:42][CH:41]=1)[C:34]1[CH:39]=[CH:38][CH:37]=[CH:36][CH:35]=1)([CH3:26])([CH3:25])[CH3:24].ClCCl. The catalyst is O. The product is [F:14][C:2]([F:1])([S:10]([O-:13])(=[O:12])=[O:11])[CH2:3][O:4][C:5](=[O:9])[C:6]([CH3:8])=[CH2:7].[C:23]([C:27]1[CH:32]=[CH:31][CH:30]=[CH:29][C:28]=1[S+:33]([C:40]1[CH:45]=[CH:44][CH:43]=[CH:42][CH:41]=1)[C:34]1[CH:35]=[CH:36][CH:37]=[CH:38][CH:39]=1)([CH3:26])([CH3:24])[CH3:25]. The yield is 0.870. (4) The reactants are [CH3:1][C@H:2]([NH:7][C:8]([C:10]1[C:18]2[C:13](=[N:14][CH:15]=[C:16]([C:19]3[C:27]4[C:22](=[CH:23][CH:24]=[C:25]([Cl:28])[CH:26]=4)[N:21]([CH3:29])[N:20]=3)[N:17]=2)[N:12](COCC[Si](C)(C)C)[CH:11]=1)=[O:9])[C:3]([CH3:6])([CH3:5])[CH3:4].FC(F)(F)C(O)=O.C(N)CN. The catalyst is ClCCl. The product is [CH3:1][C@H:2]([NH:7][C:8]([C:10]1[C:18]2[C:13](=[N:14][CH:15]=[C:16]([C:19]3[C:27]4[C:22](=[CH:23][CH:24]=[C:25]([Cl:28])[CH:26]=4)[N:21]([CH3:29])[N:20]=3)[N:17]=2)[NH:12][CH:11]=1)=[O:9])[C:3]([CH3:6])([CH3:5])[CH3:4]. The yield is 0.830. (5) The reactants are [C:1]12([C:11]3[CH:21]=[CH:20][C:14]([O:15][CH2:16][C:17](O)=[O:18])=[CH:13][CH:12]=3)[CH2:10][CH:5]3[CH2:6][CH:7]([CH2:9][CH:3]([CH2:4]3)[CH2:2]1)[CH2:8]2.Cl.[CH3:23][S:24]([C:27]1[CH:28]=[C:29]([NH2:33])[CH:30]=[CH:31][CH:32]=1)(=[O:26])=[O:25].CCN(C(C)C)C(C)C.C(Cl)CCl.C1C=CC2N(O)N=NC=2C=1. The catalyst is CN(C=O)C.O. The yield is 0.800. The product is [C:1]12([C:11]3[CH:12]=[CH:13][C:14]([O:15][CH2:16][C:17]([NH:33][C:29]4[CH:30]=[CH:31][CH:32]=[C:27]([S:24]([CH3:23])(=[O:26])=[O:25])[CH:28]=4)=[O:18])=[CH:20][CH:21]=3)[CH2:8][CH:7]3[CH2:9][CH:3]([CH2:4][CH:5]([CH2:6]3)[CH2:10]1)[CH2:2]2. (6) The reactants are [C:14]1(P([C:14]2[CH:19]=[CH:18][CH:17]=[CH:16][CH:15]=2)[C:14]2[CH:19]=[CH:18][CH:17]=[CH:16][CH:15]=2)[CH:19]=[CH:18][CH:17]=[CH:16][CH:15]=1.N(C(OCC)=O)=NC(OCC)=O.[Si:32]([O:49][C@@H:50]1[CH2:66][C:65]2[C@@:53]([CH3:69])([CH:54]3[CH:62]([CH2:63][CH:64]=2)[CH:61]2[C@@:57]([CH3:68])([C@@H:58](O)[CH2:59][CH2:60]2)[CH2:56][CH2:55]3)[CH2:52][CH2:51]1)([C:45]([CH3:48])([CH3:47])[CH3:46])(C1C=CC=CC=1)[C:33]1[CH:38]=[CH:37][CH:36]=[CH:35][CH:34]=1.C1(P([N:84]=[N+:85]=[N-:86])(C2C=CC=CC=2)=O)C=CC=CC=1. The catalyst is C1COCC1. The product is [N:84]([C@H:58]1[C@:57]2([CH3:68])[CH:61]([CH:62]3[CH:54]([CH2:55][CH2:56]2)[C@:53]2([CH3:69])[C:52]([CH2:51][C@@H:50]([O:49][Si:32]([C:45]([CH3:46])([CH3:47])[CH3:48])([C:14]4[CH:15]=[CH:16][CH:17]=[CH:18][CH:19]=4)[C:33]4[CH:34]=[CH:35][CH:36]=[CH:37][CH:38]=4)[CH2:66][CH2:65]2)=[CH:64][CH2:63]3)[CH2:60][CH2:59]1)=[N+:85]=[N-:86]. The yield is 0.710. (7) No catalyst specified. The reactants are [CH2:1]([N:3]1[C:8]([CH3:9])=[C:7]([CH3:10])[CH:6]=C(C#N)[C:4]1=[O:13])[CH3:2].[OH-:14].[K+].[CH2:16]([OH:18])[CH3:17]. The yield is 0.733. The product is [CH2:1]([N:3]1[C:8]([CH3:9])=[C:7]([CH3:10])[CH:6]=[C:17]([C:16]([OH:14])=[O:18])[C:4]1=[O:13])[CH3:2]. (8) The reactants are [C:1]1([C:9]2[CH:14]=[CH:13][CH:12]=[CH:11][CH:10]=2)[CH:6]=[CH:5][C:4]([CH:7]=O)=[CH:3][CH:2]=1.[Br-].[C:16]([CH2:20][P+](C1C=CC=CC=1)(C1C=CC=CC=1)C1C=CC=CC=1)([O:18][CH3:19])=[O:17].[OH-].[Na+]. The catalyst is C(Cl)Cl.O. The product is [C:1]1([C:9]2[CH:14]=[CH:13][CH:12]=[CH:11][CH:10]=2)[CH:6]=[CH:5][C:4](/[CH:7]=[CH:20]/[C:16]([O:18][CH3:19])=[O:17])=[CH:3][CH:2]=1. The yield is 0.840.